The task is: Regression/Classification. Given a drug SMILES string, predict its absorption, distribution, metabolism, or excretion properties. Task type varies by dataset: regression for continuous measurements (e.g., permeability, clearance, half-life) or binary classification for categorical outcomes (e.g., BBB penetration, CYP inhibition). Dataset: cyp2d6_veith.. This data is from CYP2D6 inhibition data for predicting drug metabolism from PubChem BioAssay. (1) The molecule is CCNc1ncc2nc(-c3ccccc3)c(=O)n(Cc3ccc(F)cc3)c2n1. The result is 0 (non-inhibitor). (2) The compound is S=C(Nc1ccccc1)Nc1ccc(OCc2ccccc2)cc1. The result is 0 (non-inhibitor).